Dataset: Catalyst prediction with 721,799 reactions and 888 catalyst types from USPTO. Task: Predict which catalyst facilitates the given reaction. (1) Reactant: [CH:1]1([CH2:7][CH:8](S(C2C=CC=CC=2)(=O)=O)[N+:9]#[C-:10])[CH2:6][CH2:5][CH2:4][CH2:3][CH2:2]1.C([O-])([O-])=O.[K+].[K+].[C:26]([C:30]1[CH:31]=[C:32]([CH:35]=[C:36]([C:38]([CH3:41])([CH3:40])[CH3:39])[CH:37]=1)[CH:33]=[O:34])([CH3:29])([CH3:28])[CH3:27]. Product: [CH:1]1([CH2:7][C:8]2[N:9]=[CH:10][O:34][C:33]=2[C:32]2[CH:31]=[C:30]([C:26]([CH3:29])([CH3:28])[CH3:27])[CH:37]=[C:36]([C:38]([CH3:41])([CH3:40])[CH3:39])[CH:35]=2)[CH2:6][CH2:5][CH2:4][CH2:3][CH2:2]1. The catalyst class is: 24. (2) Reactant: [C:1]([C:3]1[C:4]([S:9]CCC(OC)=O)=[N:5][CH:6]=[CH:7][CH:8]=1)#[N:2].[H-].[Na+]. Product: [S:9]=[C:4]1[C:3]([C:1]#[N:2])=[CH:8][CH:7]=[CH:6][NH:5]1. The catalyst class is: 7.